The task is: Predict the reaction yield, written as a fraction of the theoretical maximum amount of product (1.0 means a 100% yield; for example, 0.34 means a 34% yield).. This data is from Reaction yield outcomes from USPTO patents with 853,638 reactions. (1) The reactants are [F:1][C:2]1[CH:7]=[C:6]([O:8][C:9]([F:12])([F:11])[F:10])[CH:5]=[CH:4][C:3]=1[C@H:13]1[CH2:18][C@@H:17]([C:19]2[O:23][NH:22][C:21](=[O:24])[CH:20]=2)[CH2:16][CH2:15][N:14]1C(OC)=O.Br. No catalyst specified. The product is [F:1][C:2]1[CH:7]=[C:6]([O:8][C:9]([F:10])([F:11])[F:12])[CH:5]=[CH:4][C:3]=1[C@H:13]1[CH2:18][C@@H:17]([C:19]2[O:23][NH:22][C:21](=[O:24])[CH:20]=2)[CH2:16][CH2:15][NH:14]1. The yield is 0.630. (2) The reactants are [Br:1][C:2]1[C:11]2[C:6](=[CH:7][CH:8]=[CH:9][CH:10]=2)[C:5](N)=[CH:4][CH:3]=1.Cl.N([O-])=O.[Na+].[I-:18].[K+]. The catalyst is O.CCOC(C)=O. The product is [Br:1][C:2]1[C:11]2[C:6](=[CH:7][CH:8]=[CH:9][CH:10]=2)[C:5]([I:18])=[CH:4][CH:3]=1. The yield is 0.830. (3) The reactants are [CH:1](=O)[C:2]1[O:6][CH:5]=[CH:4][CH:3]=1.S([O-])([O-])(=O)=O.[Mg+2].[NH2:14][C:15]1[CH:20]=[CH:19][CH:18]=[CH:17][CH:16]=1. The catalyst is ClCCl. The product is [O:6]1[CH:5]=[CH:4][CH:3]=[C:2]1/[CH:1]=[N:14]/[C:15]1[CH:20]=[CH:19][CH:18]=[CH:17][CH:16]=1. The yield is 0.860. (4) The reactants are [CH:1]1([C:5]2[C:13]([CH:14]=[O:15])=[CH:12][C:8]([C:9]([OH:11])=O)=[C:7]([CH3:16])[CH:6]=2)[CH2:4][CH2:3][CH2:2]1.CC1C=C(C)C(C2NC3COCCC=3N=2)=CC=1C([N:36]1[CH2:41][CH2:40][CH:39]([C:42]2[CH:47]=[CH:46][C:45](OC(F)(F)F)=[CH:44][CH:43]=2)[CH2:38][CH2:37]1)=O.C[CH2:54][N:55]=C=NCCCN(C)C.Cl. The catalyst is CN(C)C=O.CN(C)C1C=CN=CC=1.C(OCC)(=O)C. The product is [CH:1]1([C:5]2[C:13]([CH:14]=[O:15])=[CH:12][C:8]([C:9]([N:36]3[CH2:37][CH2:38][CH:39]([C:42]4[CH:43]=[CH:44][C:45]([C:54]#[N:55])=[CH:46][CH:47]=4)[CH2:40][CH2:41]3)=[O:11])=[C:7]([CH3:16])[CH:6]=2)[CH2:2][CH2:3][CH2:4]1. The yield is 0.740. (5) The reactants are [Br:1][C:2]1[CH:3]=[C:4]2[C:8](=[CH:9][C:10]=1[N+:11]([O-])=O)[NH:7][CH:6]=[CH:5]2. The catalyst is C(O)C.[Ni]. The product is [Br:1][C:2]1[CH:3]=[C:4]2[C:8](=[CH:9][C:10]=1[NH2:11])[NH:7][CH:6]=[CH:5]2. The yield is 0.300.